This data is from Full USPTO retrosynthesis dataset with 1.9M reactions from patents (1976-2016). The task is: Predict the reactants needed to synthesize the given product. (1) Given the product [NH2:39][C:38]1[N:37]=[CH:36][N:35]=[C:34]2[N:30]([CH:2]([C:4]3[O:5][C:6](=[O:29])[C:7]4[C:12]([C:13]=3[C:14]3[CH:19]=[CH:18][CH:17]=[C:16]([S:20]([N:23]5[CH2:28][CH2:27][O:26][CH2:25][CH2:24]5)(=[O:22])=[O:21])[CH:15]=3)=[CH:11][CH:10]=[CH:9][CH:8]=4)[CH3:3])[N:31]=[CH:32][C:33]=12, predict the reactants needed to synthesize it. The reactants are: Br[CH:2]([C:4]1[O:5][C:6](=[O:29])[C:7]2[C:12]([C:13]=1[C:14]1[CH:19]=[CH:18][CH:17]=[C:16]([S:20]([N:23]3[CH2:28][CH2:27][O:26][CH2:25][CH2:24]3)(=[O:22])=[O:21])[CH:15]=1)=[CH:11][CH:10]=[CH:9][CH:8]=2)[CH3:3].[NH:30]1[C:34]2=[N:35][CH:36]=[N:37][C:38]([NH2:39])=[C:33]2[CH:32]=[N:31]1.C([O-])([O-])=O.[K+].[K+]. (2) Given the product [C:8]([C:7]1[C:2]([NH:16][C@@H:15]([CH3:17])[C:14]([O:13][CH2:11][CH3:12])=[O:18])=[N:3][CH:4]=[CH:5][CH:6]=1)#[N:9], predict the reactants needed to synthesize it. The reactants are: Cl[C:2]1[C:7]([C:8]#[N:9])=[CH:6][CH:5]=[CH:4][N:3]=1.Cl.[CH2:11]([O:13][C:14](=[O:18])[C@H:15]([CH3:17])[NH2:16])[CH3:12].C(=O)([O-])[O-].[Na+].[Na+]. (3) Given the product [Si:33]([O:32][C@H:28]1[CH2:27][CH2:26][C@H:25]2[C@@:24]3([CH:40]=[O:41])[C@H:15]([C@@H:14]([CH2:13][CH2:12][CH2:11][CH2:10][CH2:9][OH:8])[CH2:31][C@:29]12[CH3:30])[C:16]1[CH:17]=[CH:18][C:19]([O:42][CH3:43])=[CH:20][C:21]=1[CH2:22][CH2:23]3)([C:36]([CH3:39])([CH3:38])[CH3:37])([CH3:35])[CH3:34], predict the reactants needed to synthesize it. The reactants are: C([O:8][CH2:9][CH2:10][CH2:11][CH2:12][CH2:13][C:14]1[CH2:31][C@@:29]2([CH3:30])[C@@H:25]([CH2:26][CH2:27][C@@H:28]2[O:32][Si:33]([C:36]([CH3:39])([CH3:38])[CH3:37])([CH3:35])[CH3:34])[C@@:24]2([CH:40]=[O:41])[C:15]=1[C:16]1[CH:17]=[CH:18][C:19]([O:42][CH3:43])=[CH:20][C:21]=1[CH2:22][CH2:23]2)C1C=CC=CC=1. (4) Given the product [C:7]1([CH:13]([NH2:5])[C:1]#[N:2])[CH2:12][CH2:11][CH2:10][CH2:9][CH:8]=1, predict the reactants needed to synthesize it. The reactants are: [C-:1]#[N:2].[K+].[Cl-].[NH4+:5].N.[C:7]1([CH:13]=O)[CH2:12][CH2:11][CH2:10][CH2:9][CH:8]=1. (5) Given the product [OH:37][CH2:36][CH2:38][NH:39][C:31](=[O:32])[C:30]1[CH:34]=[CH:35][C:27]([C@@H:23]2[O:24][CH2:25][CH2:26][N:21]([C@@H:19]([C:13]3[CH:14]=[CH:15][CH:16]=[CH:17][CH:18]=3)[CH3:20])[CH2:22]2)=[CH:28][CH:29]=1, predict the reactants needed to synthesize it. The reactants are: C(N1C=CN=C1)(N1C=CN=C1)=O.[C:13]1([C@H:19]([N:21]2[CH2:26][CH2:25][O:24][C@@H:23]([C:27]3[CH:35]=[CH:34][C:30]([C:31](O)=[O:32])=[CH:29][CH:28]=3)[CH2:22]2)[CH3:20])[CH:18]=[CH:17][CH:16]=[CH:15][CH:14]=1.[CH2:36]([CH2:38][NH2:39])[OH:37].